The task is: Predict the reaction yield, written as a fraction of the theoretical maximum amount of product (1.0 means a 100% yield; for example, 0.34 means a 34% yield).. This data is from Reaction yield outcomes from USPTO patents with 853,638 reactions. (1) The reactants are [Br:1][C:2]1[C:3]([N:17]2[CH2:22][CH2:21][CH2:20][C@@H:19]([NH:23]C(=O)OC(C)(C)C)[CH2:18]2)=[C:4]2[C:10]([NH:11][C:12]([O:14][CH2:15][CH3:16])=[O:13])=[CH:9][NH:8][C:5]2=[N:6][CH:7]=1.C(O)(C(F)(F)F)=O.C(Cl)[Cl:39]. No catalyst specified. The product is [ClH:39].[NH2:23][C@@H:19]1[CH2:20][CH2:21][CH2:22][N:17]([C:3]2[C:2]([Br:1])=[CH:7][N:6]=[C:5]3[NH:8][CH:9]=[C:10]([NH:11][C:12](=[O:13])[O:14][CH2:15][CH3:16])[C:4]=23)[CH2:18]1. The yield is 0.790. (2) The reactants are C(O)(C(F)(F)F)=O.[CH:8]([C:11]1[N:12]=[C:13]([C:16]2[CH:25]=[C:24]([O:26][CH:27]3[CH2:45][CH:44]4[N:29]([C:30](=[O:65])[N:31](CC5C=CC(OC)=CC=5)[CH2:32][CH2:33][CH2:34][CH2:35][CH2:36][CH:37]=[CH:38][CH:39]5[C:41]([C:47]([NH:49][S:50]([CH:53]6[CH2:55][CH2:54]6)(=[O:52])=[O:51])=[O:48])([NH:42][C:43]4=[O:46])[CH2:40]5)[CH2:28]3)[C:23]3[C:18](=[C:19]([CH3:68])[C:20]([O:66][CH3:67])=[CH:21][CH:22]=3)[N:17]=2)[S:14][CH:15]=1)([CH3:10])[CH3:9].O.C([O-])(O)=O.[Na+]. The catalyst is C(Cl)Cl. The product is [CH:8]([C:11]1[N:12]=[C:13]([C:16]2[CH:25]=[C:24]([O:26][CH:27]3[CH2:45][CH:44]4[N:29]([C:30](=[O:65])[NH:31][CH2:32][CH2:33][CH2:34][CH2:35][CH2:36][CH:37]=[CH:38][CH:39]5[C:41]([C:47]([NH:49][S:50]([CH:53]6[CH2:55][CH2:54]6)(=[O:52])=[O:51])=[O:48])([NH:42][C:43]4=[O:46])[CH2:40]5)[CH2:28]3)[C:23]3[C:18](=[C:19]([CH3:68])[C:20]([O:66][CH3:67])=[CH:21][CH:22]=3)[N:17]=2)[S:14][CH:15]=1)([CH3:10])[CH3:9]. The yield is 0.730. (3) The reactants are [CH2:1]([NH:8][C:9]([NH:11][N:12]([C:14]([CH3:21])([CH3:20])[C:15]([O:17]CC)=[O:16])[CH3:13])=[O:10])[C:2]1[CH:7]=[CH:6][CH:5]=[CH:4][CH:3]=1.O.[OH-].[Li+]. No catalyst specified. The product is [CH2:1]([NH:8][C:9]([NH:11][N:12]([C:14]([CH3:21])([CH3:20])[C:15]([OH:17])=[O:16])[CH3:13])=[O:10])[C:2]1[CH:3]=[CH:4][CH:5]=[CH:6][CH:7]=1. The yield is 0.370. (4) The reactants are [NH2:1][C:2]1[O:6][N:5]=[C:4]([CH3:7])[C:3]=1[Br:8].[C:9]1([CH3:19])[CH:14]=[CH:13][C:12]([S:15](Cl)(=[O:17])=[O:16])=[CH:11][CH:10]=1. No catalyst specified. The product is [Br:8][C:3]1[C:4]([CH3:7])=[N:5][O:6][C:2]=1[NH:1][S:15]([C:12]1[CH:13]=[CH:14][C:9]([CH3:19])=[CH:10][CH:11]=1)(=[O:17])=[O:16]. The yield is 0.690. (5) The reactants are [C:1]([O:5][CH3:6])(=[O:4])[CH:2]=[CH2:3].[CH2:7]([NH2:9])[CH3:8]. The catalyst is CO. The product is [CH3:6][O:5][C:1](=[O:4])[CH2:2][CH2:3][NH:9][CH2:7][CH3:8]. The yield is 0.300. (6) The reactants are [C:1]([O:5][C:6]([N:8]1[CH2:13][CH2:12][CH:11]([CH2:14][C:15](O)=[O:16])[CH2:10][CH2:9]1)=[O:7])([CH3:4])([CH3:3])[CH3:2].B#B.[H][H].Cl.[OH-].[Na+]. The catalyst is C1COCC1. The product is [C:1]([O:5][C:6]([N:8]1[CH2:13][CH2:12][CH:11]([CH2:14][CH2:15][OH:16])[CH2:10][CH2:9]1)=[O:7])([CH3:4])([CH3:3])[CH3:2]. The yield is 0.970. (7) The reactants are [F:1][C:2]1[CH:7]=[CH:6][C:5]([I:8])=[CH:4][C:3]=1[N:9]1[CH:14]=[C:13]([O:15][CH3:16])[C:12](=[O:17])[C:11]([C:18](N(OC)C)=[O:19])=[N:10]1.[CH3:24][Mg+].[Br-]. The catalyst is C1COCC1. The product is [C:18]([C:11]1[C:12](=[O:17])[C:13]([O:15][CH3:16])=[CH:14][N:9]([C:3]2[CH:4]=[C:5]([I:8])[CH:6]=[CH:7][C:2]=2[F:1])[N:10]=1)(=[O:19])[CH3:24]. The yield is 0.920.